From a dataset of Forward reaction prediction with 1.9M reactions from USPTO patents (1976-2016). Predict the product of the given reaction. Given the reactants [F:1][C:2]([F:12])([F:11])[C:3]1[CH:10]=[CH:9][C:6]([CH2:7][NH2:8])=[CH:5][CH:4]=1.[CH3:13][O:14][CH2:15][CH2:16][CH2:17][C:18](OC)=[O:19], predict the reaction product. The product is: [F:1][C:2]([F:11])([F:12])[C:3]1[CH:10]=[CH:9][C:6]([CH2:7][NH:8][C:18](=[O:19])[CH2:17][CH2:16][CH2:15][O:14][CH3:13])=[CH:5][CH:4]=1.